From a dataset of Full USPTO retrosynthesis dataset with 1.9M reactions from patents (1976-2016). Predict the reactants needed to synthesize the given product. (1) Given the product [Cl:21][C:4]1[CH:3]=[C:2]([C:27]2[CH:32]=[CH:31][CH:30]=[CH:29][CH:28]=2)[C:11]2[O:10][CH:9]([C:12]([F:15])([F:14])[F:13])[C:8]([C:16]([O:18][CH2:19][CH3:20])=[O:17])=[CH:7][C:6]=2[CH:5]=1, predict the reactants needed to synthesize it. The reactants are: Br[C:2]1[C:11]2[O:10][CH:9]([C:12]([F:15])([F:14])[F:13])[C:8]([C:16]([O:18][CH2:19][CH3:20])=[O:17])=[CH:7][C:6]=2[CH:5]=[C:4]([Cl:21])[CH:3]=1.C([Sn](CCCC)(CCCC)[C:27]1[CH:32]=[CH:31][CH:30]=[CH:29][CH:28]=1)CCC. (2) Given the product [Cl:1][C:2]1[CH:3]=[CH:4][C:5]([C:9]2[N:13]([CH2:14][C:15]([CH3:18])([CH3:17])[CH3:16])[C:12]3[CH:19]=[C:20]([F:24])[C:21]([F:23])=[CH:22][C:11]=3[N:10]=2)=[C:6]([CH:7]=1)[O:8][CH2:26][C:27]1[CH:34]=[CH:33][C:30]([C:31]#[N:32])=[CH:29][C:28]=1[F:35], predict the reactants needed to synthesize it. The reactants are: [Cl:1][C:2]1[CH:3]=[CH:4][C:5]([C:9]2[N:13]([CH2:14][C:15]([CH3:18])([CH3:17])[CH3:16])[C:12]3[CH:19]=[C:20]([F:24])[C:21]([F:23])=[CH:22][C:11]=3[N:10]=2)=[C:6]([OH:8])[CH:7]=1.Br[CH2:26][C:27]1[CH:34]=[CH:33][C:30]([C:31]#[N:32])=[CH:29][C:28]=1[F:35]. (3) Given the product [ClH:42].[ClH:42].[CH3:30][N:27]1[CH2:28][CH2:29][C:3]2[N:2]([CH3:1])[C:10]3[CH:9]=[C:8]([N:11]4[CH:16]=[CH:15][C:14]([O:17][CH2:18][C:19]5[CH:24]=[CH:23][CH:22]=[CH:21][N:20]=5)=[CH:13][C:12]4=[O:25])[CH:7]=[CH:6][C:5]=3[C:4]=2[CH2:26]1, predict the reactants needed to synthesize it. The reactants are: [CH3:1][N:2]1[C:10]2[CH:9]=[C:8]([N:11]3[CH:16]=[CH:15][C:14]([O:17][CH2:18][C:19]4[CH:24]=[CH:23][CH:22]=[CH:21][N:20]=4)=[CH:13][C:12]3=[O:25])[CH:7]=[CH:6][C:5]=2[C:4]2[CH2:26][NH:27][CH2:28][CH2:29][C:3]1=2.[C:30]1(N)C(F)=C(F)C(F)=C(N)C=1F.[ClH:42].Cl.